From a dataset of Full USPTO retrosynthesis dataset with 1.9M reactions from patents (1976-2016). Predict the reactants needed to synthesize the given product. (1) Given the product [F:19][C:2]([F:1])([F:18])[C:3]1[CH:4]=[C:5]([C:9]2[N:14]=[C:13]3[NH:15][CH2:16][CH2:17][C:12]3=[CH:11][CH:10]=2)[CH:6]=[CH:7][CH:8]=1, predict the reactants needed to synthesize it. The reactants are: [F:1][C:2]([F:19])([F:18])[C:3]1[CH:4]=[C:5]([C:9]2[N:14]=[C:13]3[NH:15][CH:16]=[CH:17][C:12]3=[CH:11][CH:10]=2)[CH:6]=[CH:7][CH:8]=1.B. (2) Given the product [Cl:1][C:2]1[C:10]2[C:9]3[CH:11]=[CH:12][N:13]=[CH:14][C:8]=3[NH:7][C:6]=2[N:5]=[CH:4][CH:3]=1, predict the reactants needed to synthesize it. The reactants are: [Cl:1][C:2]1[C:10]2[C:9]3[CH:11]=[C:12](C(O)=O)[N:13]=[CH:14][C:8]=3[NH:7][C:6]=2[N:5]=[CH:4][CH:3]=1. (3) Given the product [Cl:1][C:2]1[CH:3]=[CH:4][C:5]([O:10][CH2:11][C:12]2[C:17]([F:18])=[CH:16][CH:15]=[CH:14][C:13]=2[F:19])=[C:6]([C:7](=[O:8])[CH2:21][CH2:20][C:22](=[O:23])[CH3:24])[CH:9]=1, predict the reactants needed to synthesize it. The reactants are: [Cl:1][C:2]1[CH:3]=[CH:4][C:5]([O:10][CH2:11][C:12]2[C:17]([F:18])=[CH:16][CH:15]=[CH:14][C:13]=2[F:19])=[C:6]([CH:9]=1)[CH:7]=[O:8].[CH:20]([C:22]([CH3:24])=[O:23])=[CH2:21].C(N(CC)CC)C. (4) Given the product [C:33]([C:21]1[CH:30]=[CH:29][C:24]([C:25]([O:27][CH3:28])=[O:26])=[CH:23][C:22]=1[O:31][CH3:32])#[N:34], predict the reactants needed to synthesize it. The reactants are: C1(P(C2C=CC=CC=2)C2C=CC=CC=2)C=CC=CC=1.Br[C:21]1[CH:30]=[CH:29][C:24]([C:25]([O:27][CH3:28])=[O:26])=[CH:23][C:22]=1[O:31][CH3:32].[CH3:33][N:34](C=O)C. (5) Given the product [CH2:20]([N:5]([CH:6]1[C:12]2[CH:13]=[CH:14][CH:15]=[CH:16][C:11]=2[O:10][CH2:9][CH2:8][CH2:7]1)[S:2]([CH3:1])(=[O:3])=[O:4])[CH2:21][CH2:22][CH3:23], predict the reactants needed to synthesize it. The reactants are: [CH3:1][S:2]([NH:5][CH:6]1[C:12]2[CH:13]=[CH:14][CH:15]=[CH:16][C:11]=2[O:10][CH2:9][CH2:8][CH2:7]1)(=[O:4])=[O:3].[H-].[Na+].I[CH2:20][CH2:21][CH2:22][CH3:23]. (6) Given the product [O:29]1[CH2:30][CH2:31][O:32][CH:28]1[CH2:27][N:19]1[CH2:18][CH2:17][CH:16]([CH2:15][CH2:14][C:11]2[C:10]3[CH:22]=[CH:23][C:7]([C:1]4[CH:2]=[CH:3][CH:4]=[CH:5][CH:6]=4)=[C:8]([CH2:24][OH:25])[C:9]=3[O:13][N:12]=2)[CH2:21][CH2:20]1, predict the reactants needed to synthesize it. The reactants are: [C:1]1([C:7]2[CH:23]=[CH:22][C:10]3[C:11]([CH2:14][CH2:15][CH:16]4[CH2:21][CH2:20][NH:19][CH2:18][CH2:17]4)=[N:12][O:13][C:9]=3[C:8]=2[CH2:24][OH:25])[CH:6]=[CH:5][CH:4]=[CH:3][CH:2]=1.Br[CH2:27][CH:28]1[O:32][CH2:31][CH2:30][O:29]1.C(=O)([O-])[O-].[K+].[K+].O. (7) Given the product [CH2:15]([NH:22][C@@H:5]1[CH2:4][O:3][CH2:2][C@H:1]1[OH:6])[C:16]1[CH:21]=[CH:20][CH:19]=[CH:18][CH:17]=1, predict the reactants needed to synthesize it. The reactants are: [CH:1]12[O:6][CH:5]1[CH2:4][O:3][CH2:2]2.[NH4+].[Cl-].CCOC(C)=O.[CH2:15]([NH2:22])[C:16]1[CH:21]=[CH:20][CH:19]=[CH:18][CH:17]=1.